Dataset: Forward reaction prediction with 1.9M reactions from USPTO patents (1976-2016). Task: Predict the product of the given reaction. (1) Given the reactants [C:1]([C:3]1[CH:8]=[CH:7][CH:6]=[CH:5][N:4]=1)#[N:2].C(N)(=[S:11])C, predict the reaction product. The product is: [N:4]1[CH:5]=[CH:6][CH:7]=[CH:8][C:3]=1[C:1](=[S:11])[NH2:2]. (2) Given the reactants [C:1](OC(=O)C)(=[O:3])[CH3:2].[CH3:8][O:9][C:10]1[CH:11]=[C:12]([C:16]([C:18]2[CH:23]=[C:22]([C:24]3([C:29]4[CH:34]=[CH:33][C:32]([Cl:35])=[CH:31][CH:30]=4)[O:28][CH2:27][CH2:26][O:25]3)[CH:21]=[CH:20][C:19]=2[NH2:36])=[O:17])[CH:13]=[CH:14][CH:15]=1, predict the reaction product. The product is: [CH3:8][O:9][C:10]1[CH:11]=[C:12]([CH:13]=[CH:14][CH:15]=1)[C:16]([C:18]1[CH:23]=[C:22]([C:24]2([C:29]3[CH:30]=[CH:31][C:32]([Cl:35])=[CH:33][CH:34]=3)[O:28][CH2:27][CH2:26][O:25]2)[CH:21]=[CH:20][C:19]=1[NH:36][C:1](=[O:3])[CH3:2])=[O:17].